This data is from hERG potassium channel inhibition data for cardiac toxicity prediction from Karim et al.. The task is: Regression/Classification. Given a drug SMILES string, predict its toxicity properties. Task type varies by dataset: regression for continuous values (e.g., LD50, hERG inhibition percentage) or binary classification for toxic/non-toxic outcomes (e.g., AMES mutagenicity, cardiotoxicity, hepatotoxicity). Dataset: herg_karim. (1) The drug is NC1CN(c2cnc3nccnc3n2)CCC1c1cc(F)c(F)cc1F. The result is 1 (blocker). (2) The drug is N#Cc1ccc2cc1Oc1ccc3cccc(c3c1)N1CC[C@H](NCCc3cncn3C2)C1=O. The result is 1 (blocker). (3) The molecule is N#Cc1ccc2ccc(=O)n(CCN3CCC(NCc4cc5c(cn4)OCCO5)C(O)C3)c2c1. The result is 0 (non-blocker). (4) The compound is Cc1cccc(Nc2nc(N[C@@H]3CCC(F)(F)C[C@@H]3N)ncc2C(N)=O)c1. The result is 1 (blocker). (5) The molecule is COc1c(N2CCC(C(C)N)C2)ccc2c(=O)c(C(=O)O)cn(C3CC3)c12. The result is 0 (non-blocker). (6) The molecule is CNC(=O)c1ccc(Oc2ccc(S(=O)(=O)C3(C(=O)NO)CCC4(CCNCC4)C3)cc2)cc1. The result is 0 (non-blocker).